This data is from Catalyst prediction with 721,799 reactions and 888 catalyst types from USPTO. The task is: Predict which catalyst facilitates the given reaction. (1) Product: [Cl:10][C:11]1[CH:12]=[C:13]([CH:26]=[CH:27][CH:28]=1)[C:14]([N:16]1[C:18]2[C:23](=[CH:22][C:21]([O:24][CH3:25])=[CH:20][CH:19]=2)[C:3]([CH2:2][C:1]([OH:8])=[O:7])=[C:4]1[CH3:6])=[O:15]. The catalyst class is: 15. Reactant: [C:1]([OH:8])(=[O:7])[CH2:2][CH2:3][C:4]([CH3:6])=O.Cl.[Cl:10][C:11]1[CH:12]=[C:13]([CH:26]=[CH:27][CH:28]=1)[C:14]([N:16]([C:18]1[CH:23]=[CH:22][C:21]([O:24][CH3:25])=[CH:20][CH:19]=1)N)=[O:15]. (2) Reactant: Cl[C:2]1[CH:9]=[CH:8][CH:7]=[CH:6][C:3]=1[C:4]#[N:5].[C:10]([O:14][CH3:15])(=[O:13])[CH2:11][SH:12].C(=O)([O-])[O-].[K+].[K+].CN(C)C=O. Product: [NH2:5][C:4]1[C:3]2[CH:6]=[CH:7][CH:8]=[CH:9][C:2]=2[S:12][C:11]=1[C:10]([O:14][CH3:15])=[O:13]. The catalyst class is: 6. (3) Reactant: [I:1][C:2]1[CH:10]=[CH:9][CH:8]=[C:7]2[C:3]=1[C:4]([C:19]1[C:28]3[C:23](=[CH:24][CH:25]=[CH:26][CH:27]=3)[N:22]=[CH:21][CH:20]=1)=[N:5][N:6]2[CH2:11][C:12]([O:14]C(C)(C)C)=[O:13].C(O)(C(F)(F)F)=O. Product: [I:1][C:2]1[CH:10]=[CH:9][CH:8]=[C:7]2[C:3]=1[C:4]([C:19]1[C:28]3[C:23](=[CH:24][CH:25]=[CH:26][CH:27]=3)[N:22]=[CH:21][CH:20]=1)=[N:5][N:6]2[CH2:11][C:12]([OH:14])=[O:13]. The catalyst class is: 4.